From a dataset of Reaction yield outcomes from USPTO patents with 853,638 reactions. Predict the reaction yield, written as a fraction of the theoretical maximum amount of product (1.0 means a 100% yield; for example, 0.34 means a 34% yield). (1) The reactants are [Br:1][C:2]1[S:3][C:4]2[CH:10]=[C:9]([CH2:11][OH:12])[CH:8]=[CH:7][C:5]=2[N:6]=1.CCN(C(C)C)C(C)C.C(O)CO.O.[CH3:27][S:28](Cl)(=[O:30])=[O:29]. The catalyst is C(Cl)Cl. The product is [CH3:27][S:28]([O:12][CH2:11][C:9]1[CH:8]=[CH:7][C:5]2[N:6]=[C:2]([Br:1])[S:3][C:4]=2[CH:10]=1)(=[O:30])=[O:29]. The yield is 1.00. (2) The reactants are [Br:1][C:2]1[CH:3]=[C:4]([C:9]2[C:13]([CH2:14][CH2:15][C:16]([OH:18])=[O:17])=[CH:12][O:11][N:10]=2)[CH:5]=[CH:6][C:7]=1[F:8].S(=O)(=O)(O)O.[CH3:24]O. No catalyst specified. The product is [Br:1][C:2]1[CH:3]=[C:4]([C:9]2[C:13]([CH2:14][CH2:15][C:16]([O:18][CH3:24])=[O:17])=[CH:12][O:11][N:10]=2)[CH:5]=[CH:6][C:7]=1[F:8]. The yield is 0.950. (3) The reactants are [CH3:1][O:2][C:3]1[CH:8]=[CH:7][CH:6]=[CH:5][C:4]=1[CH:9]1[CH2:14][CH2:13][NH:12][CH2:11][CH2:10]1.C([N:18]([CH2:22][CH3:23])[CH:19]([CH3:21])[CH3:20])(C)C.[OH2:24]. The catalyst is C1(C)C=CC=CC=1. The product is [CH3:1][O:2][C:3]1[CH:8]=[CH:7][CH:6]=[CH:5][C:4]=1[CH:9]1[CH2:14][CH2:13][N:12]([CH2:23][C:22]([NH:18][C:19]2[CH:20]=[CH:8][CH:3]=[C:4]([CH3:5])[CH:21]=2)=[O:24])[CH2:11][CH2:10]1. The yield is 0.523. (4) The yield is 0.490. The product is [ClH:23].[CH3:1][C:2]1[CH:9]=[CH:8][C:5]2[C:6]([NH2:7])=[N:17][C:12]3[CH:13]=[CH:14][CH:15]=[CH:16][C:11]=3[NH:10][C:4]=2[CH:3]=1. The catalyst is C(O)C. The reactants are [CH3:1][C:2]1[CH:9]=[CH:8][C:5]([C:6]#[N:7])=[C:4]([NH:10][C:11]2[CH:16]=[CH:15][CH:14]=[CH:13][C:12]=2[N+:17]([O-])=O)[CH:3]=1.O.O.[Sn](Cl)[Cl:23].Cl. (5) The reactants are [CH3:1][O:2][C:3]1[CH:4]=[C:5]2[C:10](=[CH:11][C:12]=1[O:13][CH3:14])[N:9]=[CH:8][CH:7]=[C:6]2[O:15][C:16]1[CH:22]=[CH:21][C:19]([NH2:20])=[C:18]([CH3:23])[C:17]=1[CH3:24].Cl[C:26](Cl)([O:28][C:29](=[O:35])OC(Cl)(Cl)Cl)Cl.[CH2:37](O)[CH:38]=C.C(=O)(O)[O-].[Na+]. The catalyst is C(Cl)Cl.C(N(CC)CC)C.C1(C)C=CC=CC=1. The product is [CH3:1][O:2][C:3]1[CH:4]=[C:5]2[C:10](=[CH:11][C:12]=1[O:13][CH3:14])[N:9]=[CH:8][CH:7]=[C:6]2[O:15][C:16]1[CH:22]=[CH:21][C:19]([NH:20][C:29](=[O:35])[O:28][CH2:26][CH:37]=[CH2:38])=[C:18]([CH3:23])[C:17]=1[CH3:24]. The yield is 0.750. (6) The reactants are [CH2:1]([NH:8][C:9]1[CH:14]=[CH:13][C:12]([C:15]([N:17]2[CH2:22][CH2:21][O:20][CH:19]([C:23]3[CH:28]=[CH:27][CH:26]=[CH:25][CH:24]=3)[CH2:18]2)=[O:16])=[CH:11][CH:10]=1)[C:2]1[CH:7]=[CH:6][CH:5]=[CH:4][CH:3]=1.[CH3:29][N:30]([CH3:35])[S:31](Cl)(=[O:33])=[O:32]. The catalyst is N1C=CC=CC=1. The product is [CH2:1]([N:8]([C:9]1[CH:10]=[CH:11][C:12]([C:15]([N:17]2[CH2:22][CH2:21][O:20][CH:19]([C:23]3[CH:28]=[CH:27][CH:26]=[CH:25][CH:24]=3)[CH2:18]2)=[O:16])=[CH:13][CH:14]=1)[S:31]([N:30]([CH3:35])[CH3:29])(=[O:33])=[O:32])[C:2]1[CH:3]=[CH:4][CH:5]=[CH:6][CH:7]=1. The yield is 0.350. (7) The reactants are [CH:1]([NH:14][C:15]1[CH:20]=[CH:19][C:18]([Cl:21])=[CH:17][C:16]=1[C:22]#[C:23][CH2:24][CH2:25][N:26]1[C:34](=[O:35])[C:33]2[C:28](=[CH:29][CH:30]=[CH:31][CH:32]=2)[C:27]1=[O:36])([C:8]1[CH:13]=[CH:12][CH:11]=[CH:10][CH:9]=1)[C:2]1[CH:7]=[CH:6][CH:5]=[CH:4][CH:3]=1. The yield is 0.950. The product is [CH:1]([N:14]1[C:15]2[C:16](=[CH:17][C:18]([Cl:21])=[CH:19][CH:20]=2)[CH:22]=[C:23]1[CH2:24][CH2:25][N:26]1[C:27](=[O:36])[C:28]2[C:33](=[CH:32][CH:31]=[CH:30][CH:29]=2)[C:34]1=[O:35])([C:2]1[CH:7]=[CH:6][CH:5]=[CH:4][CH:3]=1)[C:8]1[CH:9]=[CH:10][CH:11]=[CH:12][CH:13]=1. The catalyst is CN(C)C=O.[Cu](I)I.